This data is from Forward reaction prediction with 1.9M reactions from USPTO patents (1976-2016). The task is: Predict the product of the given reaction. (1) The product is: [CH:26]1([NH:32][C:3]([C:4]2[CH:10]=[C:11]([C:13]3[CH:18]=[C:17]([Cl:19])[CH:16]=[CH:15][C:14]=3[F:20])[N:25]([CH2:24][CH:21]3[CH2:23][CH2:22]3)[C:5]=2[CH3:6])=[O:2])[CH2:31][CH2:30][CH2:29][CH2:28][CH2:27]1. Given the reactants C[O:2][C:3](=O)[CH2:4][C:5](=O)[CH3:6].Br[CH2:10][C:11]([C:13]1[CH:18]=[C:17]([Cl:19])[CH:16]=[CH:15][C:14]=1[F:20])=O.[CH:21]1([CH2:24][NH2:25])[CH2:23][CH2:22]1.[CH:26]1([NH2:32])[CH2:31][CH2:30][CH2:29][CH2:28][CH2:27]1, predict the reaction product. (2) Given the reactants COC(C1C=CC(C2C(C)(C)[C@H]3[C@](C)(CC=2)[C@@H]2[C@](C)([C@@]4(C)[C@H](CC2)[C@H]2[C@H](C([CH2:35][O:36][CH2:37][CH2:38][N:39]5[CH2:44][CH2:43][O:42][CH2:41][CH2:40]5)=C)CC[C@]2(C(O)=O)CC4)CC3)=CC=1)=O.C(Cl)(=O)C(Cl)=O.Cl[C:59]([C@:61]12[CH2:96][CH2:95][C@@H:94]([C:97](COCCN3CCOCC3)=[CH2:98])[C@@H:62]1[C@@H:63]1[C@@:76]([CH3:79])([CH2:77][CH2:78]2)[C@@:75]2([CH3:80])[C@@H:66]([C@:67]3([CH3:93])[C@@H:72]([CH2:73][CH2:74]2)[C:71]([CH3:82])([CH3:81])[C:70]([C:83]2[CH:92]=[CH:91][C:86]([C:87]([O:89][CH3:90])=[O:88])=[CH:85][CH:84]=2)=[CH:69][CH2:68]3)[CH2:65][CH2:64]1)=[O:60].Cl.[NH2:110][CH2:111][CH2:112][C:113]([O:115][CH2:116][CH3:117])=[O:114].C(N(C(C)C)CC)(C)C, predict the reaction product. The product is: [CH2:116]([O:115][C:113](=[O:114])[CH2:112][CH2:111][NH:110][C:59]([C@:61]12[CH2:96][CH2:95][C@@H:94]([C:97]([CH2:35][O:36][CH2:37][CH2:38][N:39]3[CH2:40][CH2:41][O:42][CH2:43][CH2:44]3)=[CH2:98])[C@@H:62]1[C@@H:63]1[C@@:76]([CH3:79])([CH2:77][CH2:78]2)[C@@:75]2([CH3:80])[C@@H:66]([C@:67]3([CH3:93])[C@@H:72]([CH2:73][CH2:74]2)[C:71]([CH3:82])([CH3:81])[C:70]([C:83]2[CH:84]=[CH:85][C:86]([C:87]([O:89][CH3:90])=[O:88])=[CH:91][CH:92]=2)=[CH:69][CH2:68]3)[CH2:65][CH2:64]1)=[O:60])[CH3:117].